From a dataset of Reaction yield outcomes from USPTO patents with 853,638 reactions. Predict the reaction yield, written as a fraction of the theoretical maximum amount of product (1.0 means a 100% yield; for example, 0.34 means a 34% yield). (1) The reactants are [CH:1]1([CH2:4][CH2:5][O:6][C:7]2[CH:19]=[CH:18][C:10]([C:11]([NH:13][CH2:14][C:15]([OH:17])=[O:16])=[O:12])=[CH:9][CH:8]=2)[CH2:3][CH2:2]1.O[C:21]1C=CC(C(OC)=O)=CC=1.C1(CO)CCCC1. No catalyst specified. The product is [CH:4]1([CH2:5][O:6][C:7]2[CH:8]=[CH:9][C:10]([C:11]([NH:13][CH2:14][C:15]([OH:17])=[O:16])=[O:12])=[CH:18][CH:19]=2)[CH2:1][CH2:3][CH2:2][CH2:21]1. The yield is 0.350. (2) The reactants are [CH2:1]([O:3][C:4]([C:6]1[C:7]([CH3:18])=[C:8]2[C:13](Cl)=[C:12]([C:15]#[N:16])[CH:11]=[N:10][N:9]2[CH:17]=1)=[O:5])[CH3:2].CCN(CC)CC.[CH:26]1([NH2:32])[CH2:31][CH2:30][CH2:29][CH2:28][CH2:27]1.ClCCl. The catalyst is C(#N)C. The product is [CH2:1]([O:3][C:4]([C:6]1[C:7]([CH3:18])=[C:8]2[C:13]([NH:32][CH:26]3[CH2:31][CH2:30][CH2:29][CH2:28][CH2:27]3)=[C:12]([C:15]#[N:16])[CH:11]=[N:10][N:9]2[CH:17]=1)=[O:5])[CH3:2]. The yield is 0.750. (3) The reactants are Cl[CH2:2][C:3](=[O:5])[CH3:4].[C:6]1([P:12]([C:19]2[CH:24]=[CH:23][CH:22]=[CH:21][CH:20]=2)[C:13]2[CH:18]=[CH:17][CH:16]=[CH:15][CH:14]=2)[CH:11]=[CH:10][CH:9]=[CH:8][CH:7]=1. The catalyst is C(Cl)(Cl)Cl. The product is [C:19]1([P:12]([C:6]2[CH:7]=[CH:8][CH:9]=[CH:10][CH:11]=2)([C:13]2[CH:18]=[CH:17][CH:16]=[CH:15][CH:14]=2)=[CH:2][C:3](=[O:5])[CH3:4])[CH:20]=[CH:21][CH:22]=[CH:23][CH:24]=1. The yield is 0.233. (4) The reactants are Cl[CH2:2][C:3]([NH:5][C:6]1[CH:7]=[C:8]([CH:25]=[CH:26][C:27]=1[O:28][C:29]([F:32])([F:31])[F:30])[C:9]([NH:11][C:12]1[CH:13]=[N:14][C:15]([C:18]2[CH:23]=[CH:22][CH:21]=[CH:20][C:19]=2[F:24])=[CH:16][CH:17]=1)=[O:10])=[O:4].[I-].[K+].C(N(C(C)C)C(C)C)C.[CH3:44][N:45]1[CH2:50][CH2:49][NH:48][CH2:47][C@@H:46]1[CH3:51]. The catalyst is CN(C=O)C. The product is [CH3:51][C@@H:46]1[N:45]([CH3:44])[CH2:50][CH2:49][N:48]([CH2:2][C:3]([NH:5][C:6]2[CH:7]=[C:8]([CH:25]=[CH:26][C:27]=2[O:28][C:29]([F:32])([F:31])[F:30])[C:9]([NH:11][C:12]2[CH:13]=[N:14][C:15]([C:18]3[CH:23]=[CH:22][CH:21]=[CH:20][C:19]=3[F:24])=[CH:16][CH:17]=2)=[O:10])=[O:4])[CH2:47]1. The yield is 0.390. (5) The reactants are [Li+].CCC[CH2-].[Cl:6][C:7]1[N:8]=[C:9]([N:16]2[CH2:21][CH2:20][O:19][CH2:18][CH2:17]2)[C:10]2[S:15][CH:14]=[CH:13][C:11]=2[N:12]=1.[I:22]I. The catalyst is C1COCC1. The product is [Cl:6][C:7]1[N:8]=[C:9]([N:16]2[CH2:21][CH2:20][O:19][CH2:18][CH2:17]2)[C:10]2[S:15][C:14]([I:22])=[CH:13][C:11]=2[N:12]=1. The yield is 0.750. (6) The reactants are [F:1][C:2]1[CH:7]=[CH:6][C:5]([S:8][CH2:9][CH2:10][CH2:11][C:12]([OH:14])=O)=[CH:4][CH:3]=1.[CH3:15][O:16][C:17]1[CH:29]=[CH:28][CH:27]=[CH:26][C:18]=1[CH2:19][NH:20][CH2:21][C:22]([F:25])([F:24])[F:23]. No catalyst specified. The product is [F:1][C:2]1[CH:3]=[CH:4][C:5]([S:8][CH2:9][CH2:10][CH2:11][C:12]([N:20]([CH2:19][C:18]2[CH:26]=[CH:27][CH:28]=[CH:29][C:17]=2[O:16][CH3:15])[CH2:21][C:22]([F:24])([F:25])[F:23])=[O:14])=[CH:6][CH:7]=1. The yield is 0.150. (7) The reactants are Cl[C:2]1[N:7]=[C:6]([N:8]2[CH2:13][CH2:12][O:11][CH2:10][CH2:9]2)[N:5]=[C:4]([N:14]2[C:18]3[CH:19]=[CH:20][CH:21]=[CH:22][C:17]=3[N:16]=[C:15]2[CH:23]([F:25])[F:24])[N:3]=1.[N:26]1[CH:31]=[CH:30][CH:29]=[C:28](B(O)O)[CH:27]=1.C([O-])([O-])=O.[Na+].[Na+]. The catalyst is O1CCOCC1.O.C1C=CC(P(C2C=CC=CC=2)[C-]2C=CC=C2)=CC=1.C1C=CC(P(C2C=CC=CC=2)[C-]2C=CC=C2)=CC=1.Cl[Pd]Cl.[Fe+2]. The product is [F:24][CH:23]([F:25])[C:15]1[N:14]([C:4]2[N:5]=[C:6]([N:8]3[CH2:13][CH2:12][O:11][CH2:10][CH2:9]3)[N:7]=[C:2]([C:28]3[CH:27]=[N:26][CH:31]=[CH:30][CH:29]=3)[N:3]=2)[C:18]2[CH:19]=[CH:20][CH:21]=[CH:22][C:17]=2[N:16]=1. The yield is 0.640.